This data is from Full USPTO retrosynthesis dataset with 1.9M reactions from patents (1976-2016). The task is: Predict the reactants needed to synthesize the given product. (1) Given the product [CH2:18]([O:15][C:13]([CH:12]1[CH:10]2[CH:36]([CH2:35][O:34][CH3:33])[CH:37]([CH:38]=[CH:11]2)[N:9]1[CH:2]([C:3]1[CH:8]=[CH:7][CH:6]=[CH:5][CH:4]=1)[CH3:1])=[O:14])[CH3:19], predict the reactants needed to synthesize it. The reactants are: [CH3:1][C@H:2]([NH2:9])[C:3]1[CH:8]=[CH:7][CH:6]=[CH:5][CH:4]=1.[CH2:10]([C:12](=O)[C:13]([O-:15])=[O:14])[CH3:11].F[C:18](F)(F)[C:19](O)=O.B(F)(F)F.CCOCC.[CH3:33][O:34][CH2:35][CH:36]1C=C[CH:38]=[CH:37]1.C1([Na])C=CC=C1.COCCl. (2) Given the product [Cl:18][C:19]1[N:20]=[N:21][C:22]([N:9]2[CH2:10][CH2:11][CH:6]([O:5][C:4]3[CH:12]=[CH:13][CH:14]=[CH:15][C:3]=3[C:2]([F:1])([F:16])[F:17])[CH2:7][CH2:8]2)=[CH:23][CH:24]=1, predict the reactants needed to synthesize it. The reactants are: [F:1][C:2]([F:17])([F:16])[C:3]1[CH:15]=[CH:14][CH:13]=[CH:12][C:4]=1[O:5][CH:6]1[CH2:11][CH2:10][NH:9][CH2:8][CH2:7]1.[Cl:18][C:19]1[N:20]=[N:21][C:22](Cl)=[CH:23][CH:24]=1. (3) Given the product [ClH:18].[CH2:1]([C:4]1[S:5][C:6]2[C:15]3[CH:14]=[CH:13][CH:12]=[CH:11][C:10]=3[N:9]=[C:8]([NH2:16])[C:7]=2[N:17]=1)[CH2:2][CH3:3], predict the reactants needed to synthesize it. The reactants are: [CH2:1]([C:4]1[S:5][C:6]2[C:15]3[CH:14]=[CH:13][CH:12]=[CH:11][C:10]=3[N:9]=[C:8]([NH2:16])[C:7]=2[N:17]=1)[CH2:2][CH3:3].[ClH:18]. (4) Given the product [CH3:36][S:33]([CH2:32][CH2:31][CH2:30][O:29][C:24]1[CH:25]=[CH:26][CH:27]=[C:28]2[C:23]=1[CH:22]=[CH:21][N:20]2[C:18]1[CH:17]=[CH:16][N:15]=[C:14]([NH:13][CH:10]2[CH2:11][CH2:12][CH:7]([C:5]([O-:6])=[O:4])[CH2:8][CH2:9]2)[N:19]=1)(=[O:35])=[O:34].[Na+:2], predict the reactants needed to synthesize it. The reactants are: [OH-].[Na+:2].C[O:4][C:5]([CH:7]1[CH2:12][CH2:11][CH:10]([NH:13][C:14]2[N:19]=[C:18]([N:20]3[C:28]4[C:23](=[C:24]([O:29][CH2:30][CH2:31][CH2:32][S:33]([CH3:36])(=[O:35])=[O:34])[CH:25]=[CH:26][CH:27]=4)[CH:22]=[CH:21]3)[CH:17]=[CH:16][N:15]=2)[CH2:9][CH2:8]1)=[O:6].